This data is from Forward reaction prediction with 1.9M reactions from USPTO patents (1976-2016). The task is: Predict the product of the given reaction. Given the reactants [C:1]([O:5][C:6]([N:8]1[CH2:12][CH2:11][C@H:10]([CH2:13][OH:14])[CH2:9]1)=[O:7])([CH3:4])([CH3:3])[CH3:2].C(Cl)Cl.CC1(C)N([O])C(C)(C)CCC1.[Br-].[K+].[O-]Cl.[Na+].O.C([O-])(O)=O.[Na+], predict the reaction product. The product is: [C:1]([O:5][C:6]([N:8]1[CH2:12][CH2:11][C@H:10]([CH:13]=[O:14])[CH2:9]1)=[O:7])([CH3:4])([CH3:3])[CH3:2].